Dataset: Forward reaction prediction with 1.9M reactions from USPTO patents (1976-2016). Task: Predict the product of the given reaction. (1) Given the reactants [NH2:1][O:2][CH2:3][C:4]([O:6][C:7]([CH3:10])([CH3:9])[CH3:8])=[O:5].O=[C:12]([C:16]1[N:17]=[C:18]([NH:21][C:22]([C:35]2[CH:40]=[CH:39][CH:38]=[CH:37][CH:36]=2)([C:29]2[CH:34]=[CH:33][CH:32]=[CH:31][CH:30]=2)[C:23]2[CH:28]=[CH:27][CH:26]=[CH:25][CH:24]=2)[S:19][CH:20]=1)[C:13]([OH:15])=[O:14], predict the reaction product. The product is: [C:7]([O:6][C:4](=[O:5])[CH2:3][O:2]/[N:1]=[C:12](/[C:16]1[N:17]=[C:18]([NH:21][C:22]([C:29]2[CH:34]=[CH:33][CH:32]=[CH:31][CH:30]=2)([C:23]2[CH:24]=[CH:25][CH:26]=[CH:27][CH:28]=2)[C:35]2[CH:40]=[CH:39][CH:38]=[CH:37][CH:36]=2)[S:19][CH:20]=1)\[C:13]([OH:15])=[O:14])([CH3:10])([CH3:9])[CH3:8]. (2) Given the reactants [NH:1]([C:28]([O:30][CH2:31][CH:32]1[C:44]2[C:39](=[CH:40][CH:41]=[CH:42][CH:43]=2)[C:38]2[C:33]1=[CH:34][CH:35]=[CH:36][CH:37]=2)=[O:29])[C@H:2](C(O)=O)[CH2:3][CH2:4][CH2:5][CH2:6][NH:7][C:8]([O:10][CH2:11][CH:12]1[C:24]2[C:19](=[CH:20][CH:21]=[CH:22][CH:23]=2)[C:18]2[C:13]1=[CH:14][CH:15]=[CH:16][CH:17]=2)=[O:9].CCN=[C:48]=[N:49][CH2:50][CH2:51][CH2:52]N(C)C.Cl.C1C=CC2N([OH:66])N=NC=2C=1.O.C(N)C#C.CCN(C(C)C)C(C)C, predict the reaction product. The product is: [O:66]=[C:48]([NH:49][CH2:50][C:51]#[CH:52])[C@@H:2]([NH:1][C:28](=[O:29])[O:30][CH2:31][CH:32]1[C:33]2[CH:34]=[CH:35][CH:36]=[CH:37][C:38]=2[C:39]2[C:44]1=[CH:43][CH:42]=[CH:41][CH:40]=2)[CH2:3][CH2:4][CH2:5][CH2:6][NH:7][C:8](=[O:9])[O:10][CH2:11][CH:12]1[C:13]2[CH:14]=[CH:15][CH:16]=[CH:17][C:18]=2[C:19]2[C:24]1=[CH:23][CH:22]=[CH:21][CH:20]=2. (3) Given the reactants O.[C:2]1(C)C=CC(S(O)(=O)=O)=CC=1.[F:13][C:14]1[CH:19]=[C:18]([F:20])[CH:17]=[CH:16][C:15]=1[C@:21]12[CH2:30][O:29][C@@H:28]([C:31]([NH:33][NH2:34])=[O:32])[CH2:27][C@H:26]1[CH2:25][S:24][C:23]([NH:35][C:36](=[O:43])[C:37]1[CH:42]=[CH:41][CH:40]=[CH:39][CH:38]=1)=[N:22]2, predict the reaction product. The product is: [F:13][C:14]1[CH:19]=[C:18]([F:20])[CH:17]=[CH:16][C:15]=1[C@:21]12[CH2:30][O:29][C@@H:28]([C:31]3[O:32][CH:2]=[N:34][N:33]=3)[CH2:27][C@H:26]1[CH2:25][S:24][C:23]([NH:35][C:36](=[O:43])[C:37]1[CH:38]=[CH:39][CH:40]=[CH:41][CH:42]=1)=[N:22]2. (4) Given the reactants C(N(CC)C(C)C)(C)C.[CH2:10]([O:17][CH2:18][C@@H:19]1[NH:24][C@@H:23]([CH3:25])[C@H:22]([O:26][CH2:27][C:28]([CH3:31])([CH3:30])[CH3:29])[O:21][CH2:20]1)[C:11]1[CH:16]=[CH:15][CH:14]=[CH:13][CH:12]=1.[C:32](O[C:32]([O:34][C:35]([CH3:38])([CH3:37])[CH3:36])=[O:33])([O:34][C:35]([CH3:38])([CH3:37])[CH3:36])=[O:33], predict the reaction product. The product is: [C:35]([O:34][C:32]([N:24]1[C@@H:19]([CH2:18][O:17][CH2:10][C:11]2[CH:12]=[CH:13][CH:14]=[CH:15][CH:16]=2)[CH2:20][O:21][C@@H:22]([O:26][CH2:27][C:28]([CH3:30])([CH3:29])[CH3:31])[C@@H:23]1[CH3:25])=[O:33])([CH3:38])([CH3:37])[CH3:36]. (5) Given the reactants [F:1][C:2]1[CH:24]=[CH:23][CH:22]=[C:21]([F:25])[C:3]=1[CH2:4][C@H:5]1[CH2:10][C@@H:9]([C:11]2[O:15][NH:14][C:13](=[O:16])[CH:12]=2)[CH2:8][CH2:7][N:6]1C(OC)=O.Br, predict the reaction product. The product is: [F:1][C:2]1[CH:24]=[CH:23][CH:22]=[C:21]([F:25])[C:3]=1[CH2:4][C@H:5]1[CH2:10][C@@H:9]([C:11]2[O:15][NH:14][C:13](=[O:16])[CH:12]=2)[CH2:8][CH2:7][NH:6]1.